Task: Regression. Given a peptide amino acid sequence and an MHC pseudo amino acid sequence, predict their binding affinity value. This is MHC class I binding data.. Dataset: Peptide-MHC class I binding affinity with 185,985 pairs from IEDB/IMGT The peptide sequence is EVRKAIEFV. The MHC is HLA-B14:02 with pseudo-sequence HLA-B14:02. The binding affinity (normalized) is 0.213.